Dataset: Forward reaction prediction with 1.9M reactions from USPTO patents (1976-2016). Task: Predict the product of the given reaction. (1) Given the reactants [CH3:1][O:2][C:3]1[CH:4]=[C:5]([C:13]([O:15][CH3:16])=[O:14])[CH:6]=[C:7]([CH:12]=1)[C:8](OC)=[O:9].CC(C[AlH]CC(C)C)C, predict the reaction product. The product is: [OH:9][CH2:8][C:7]1[CH:6]=[C:5]([CH:4]=[C:3]([O:2][CH3:1])[CH:12]=1)[C:13]([O:15][CH3:16])=[O:14]. (2) Given the reactants Cl[C:2]1[N:11]=[CH:10][C:9]2[CH2:8][N:7]([C:12]3[C:17]([F:18])=[C:16]([O:19][CH3:20])[CH:15]=[C:14]([O:21][CH3:22])[C:13]=3[F:23])[C:6](=[O:24])[N:5]([CH2:25][CH3:26])[C:4]=2[CH:3]=1.C(=O)([O-])[O-].[Na+].[Na+].[C:33]1(B(O)O)[CH:38]=[CH:37][CH:36]=[CH:35][CH:34]=1, predict the reaction product. The product is: [F:18][C:17]1[C:16]([O:19][CH3:20])=[CH:15][C:14]([O:21][CH3:22])=[C:13]([F:23])[C:12]=1[N:7]1[CH2:8][C:9]2[CH:10]=[N:11][C:2]([C:33]3[CH:38]=[CH:37][CH:36]=[CH:35][CH:34]=3)=[CH:3][C:4]=2[N:5]([CH2:25][CH3:26])[C:6]1=[O:24].